From a dataset of Reaction yield outcomes from USPTO patents with 853,638 reactions. Predict the reaction yield, written as a fraction of the theoretical maximum amount of product (1.0 means a 100% yield; for example, 0.34 means a 34% yield). The reactants are [NH:1]1[CH2:6][CH2:5][CH:4]([C:7]([O:9][CH2:10][CH3:11])=[O:8])[CH2:3][CH2:2]1.[C:12](O[C:12]([O:14][C:15]([CH3:18])([CH3:17])[CH3:16])=[O:13])([O:14][C:15]([CH3:18])([CH3:17])[CH3:16])=[O:13]. The catalyst is ClCCl. The product is [N:1]1([C:12]([O:14][C:15]([CH3:18])([CH3:17])[CH3:16])=[O:13])[CH2:6][CH2:5][CH:4]([C:7]([O:9][CH2:10][CH3:11])=[O:8])[CH2:3][CH2:2]1. The yield is 0.970.